Dataset: Peptide-MHC class I binding affinity with 185,985 pairs from IEDB/IMGT. Task: Regression. Given a peptide amino acid sequence and an MHC pseudo amino acid sequence, predict their binding affinity value. This is MHC class I binding data. The peptide sequence is IVSDSKKIM. The MHC is HLA-A02:02 with pseudo-sequence HLA-A02:02. The binding affinity (normalized) is 0.